From a dataset of Full USPTO retrosynthesis dataset with 1.9M reactions from patents (1976-2016). Predict the reactants needed to synthesize the given product. (1) Given the product [CH2:10]([C:9]1[NH:14][N:13]=[C:2]([C:3]([O:5][CH2:6][CH3:7])=[O:4])[CH:8]=1)[CH3:11], predict the reactants needed to synthesize it. The reactants are: O=[C:2]([CH2:8][C:9](=O)[CH2:10][CH3:11])[C:3]([O:5][CH2:6][CH3:7])=[O:4].[NH2:13][NH2:14]. (2) Given the product [O:24]1[CH2:25][CH2:26][N:27]([CH2:30][C:31]([NH:33]/[N:34]=[C:21](/[C:18]2[N:17]=[C:16]3[N:12]([CH2:11][C:7]4[CH:6]=[C:5]5[C:10](=[CH:9][CH:8]=4)[N:1]=[CH:2][CH:3]=[CH:4]5)[N:13]=[N:14][C:15]3=[N:20][CH:19]=2)\[CH3:22])=[O:32])[CH2:28][CH2:29]1, predict the reactants needed to synthesize it. The reactants are: [N:1]1[C:10]2[C:5](=[CH:6][C:7]([CH2:11][N:12]3[C:16]4=[N:17][C:18]([C:21](=O)[CH3:22])=[CH:19][N:20]=[C:15]4[N:14]=[N:13]3)=[CH:8][CH:9]=2)[CH:4]=[CH:3][CH:2]=1.[O:24]1[CH2:29][CH2:28][N:27]([CH2:30][C:31]([NH:33][NH2:34])=[O:32])[CH2:26][CH2:25]1.